The task is: Binary Classification. Given a drug SMILES string, predict its activity (active/inactive) in a high-throughput screening assay against a specified biological target.. This data is from Kir2.1 potassium channel HTS with 301,493 compounds. (1) The drug is O=C(Nc1c(cc(cc1)C)C)CC(=O)Nc1c(cc(cc1)C)C. The result is 0 (inactive). (2) The molecule is O(C(=O)C(NC(=O)C)(CCCCCCC(NC(=O)C)(C(OCC)=O)C(OCC)=O)C(OCC)=O)CC. The result is 0 (inactive). (3) The molecule is Clc1cc(C2n3[nH]c(nc3=NC(C2)c2ccc(OCC)cc2)N)ccc1. The result is 0 (inactive). (4) The drug is Br\C(=C/c1ccccc1)/C=N\NC(=O)C1=NNC(=O)C1C. The result is 0 (inactive).